Dataset: Forward reaction prediction with 1.9M reactions from USPTO patents (1976-2016). Task: Predict the product of the given reaction. (1) The product is: [Cl:1][C:2]([F:13])([F:14])[C:3]1[N:4]=[CH:5][C:6]([CH:9]([S:11]([CH3:12])=[N:17][C:16]#[N:15])[CH3:10])=[CH:7][CH:8]=1. Given the reactants [Cl:1][C:2]([F:14])([F:13])[C:3]1[CH:8]=[CH:7][C:6]([CH:9]([S:11][CH3:12])[CH3:10])=[CH:5][N:4]=1.[N:15]#[C:16][NH2:17].C(O)(=O)C.C(O)(=O)C.IC1C=CC=CC=1, predict the reaction product. (2) The product is: [C:12]([C:16]1[CH:21]=[C:20]([C:23](=[O:25])[CH3:24])[CH:19]=[CH:18][C:17]=1[OH:22])([CH3:15])([CH3:13])[CH3:14]. Given the reactants [Cl-].[Al+3].[Cl-].[Cl-].C1(C)C=CC=CC=1.[C:12]([C:16]1[CH:21]=[CH:20][CH:19]=[CH:18][C:17]=1[OH:22])([CH3:15])([CH3:14])[CH3:13].[C:23](Cl)(=[O:25])[CH3:24], predict the reaction product. (3) The product is: [Cl:32][C:4]1[CH:5]2[CH2:9][CH:8]([CH2:7][CH2:6]2)[C:2](=[O:1])[C:3]=1[C:11]([C:13]1[C:14]([CH3:23])=[N:15][C:16]([C:19]([F:22])([F:21])[F:20])=[CH:17][CH:18]=1)=[O:12]. Given the reactants [OH:1][C:2]1[CH:8]2[CH2:9][CH:5]([CH2:6][CH2:7]2)[C:4](=O)[C:3]=1[C:11]([C:13]1[C:14]([CH3:23])=[N:15][C:16]([C:19]([F:22])([F:21])[F:20])=[CH:17][CH:18]=1)=[O:12].CN(C)C=O.C(Cl)(=O)C([Cl:32])=O, predict the reaction product. (4) Given the reactants I[C:2]1[CH:3]=[CH:4][N:5]2[C:10]=1[C:9](=[O:11])[N:8]([C:12]1[CH:17]=[CH:16][CH:15]=[CH:14][CH:13]=1)[C:7]([C@@H:18]([NH:20][C:21](=[O:27])[O:22][C:23]([CH3:26])([CH3:25])[CH3:24])[CH3:19])=[N:6]2.[CH3:28][O:29][C:30]1[CH:31]=[C:32]([SH:36])[CH:33]=[CH:34][CH:35]=1.C(=O)([O-])[O-].[K+].[K+], predict the reaction product. The product is: [CH3:28][O:29][C:30]1[CH:31]=[C:32]([S:36][C:2]2[CH:3]=[CH:4][N:5]3[C:10]=2[C:9](=[O:11])[N:8]([C:12]2[CH:17]=[CH:16][CH:15]=[CH:14][CH:13]=2)[C:7]([C@@H:18]([NH:20][C:21](=[O:27])[O:22][C:23]([CH3:26])([CH3:25])[CH3:24])[CH3:19])=[N:6]3)[CH:33]=[CH:34][CH:35]=1. (5) Given the reactants C(O[C:6]([N:8](C)[CH2:9][C:10]([O:12][CH2:13][N:14]1[C:18]2=[N:19][CH:20]=[C:21]([C:23]3[CH:28]=[CH:27][C:26]([Cl:29])=[CH:25][CH:24]=3)[CH:22]=[C:17]2[C:16]([C:30](=[O:46])[C:31]2[C:36]([F:37])=[CH:35][CH:34]=[C:33]([NH:38][S:39]([CH2:42][CH2:43][CH3:44])(=[O:41])=[O:40])[C:32]=2[F:45])=[CH:15]1)=[O:11])=O)(C)(C)C.Cl, predict the reaction product. The product is: [ClH:29].[CH3:6][NH:8][CH2:9][C:10]([O:12][CH2:13][N:14]1[C:18]2=[N:19][CH:20]=[C:21]([C:23]3[CH:28]=[CH:27][C:26]([Cl:29])=[CH:25][CH:24]=3)[CH:22]=[C:17]2[C:16]([C:30](=[O:46])[C:31]2[C:36]([F:37])=[CH:35][CH:34]=[C:33]([NH:38][S:39]([CH2:42][CH2:43][CH3:44])(=[O:40])=[O:41])[C:32]=2[F:45])=[CH:15]1)=[O:11]. (6) Given the reactants [Cl:1]Cl.C(S[C:11]1[CH:16]=[CH:15][CH:14]=[C:13]([F:17])[N:12]=1)C1C=CC=CC=1.[S:18](S([O-])=O)([O-:21])(=O)=[O:19].[Na+].[Na+], predict the reaction product. The product is: [F:17][C:13]1[N:12]=[C:11]([S:18]([Cl:1])(=[O:21])=[O:19])[CH:16]=[CH:15][CH:14]=1. (7) Given the reactants Cl[C:2]1[N:7]=[C:6]([N:8]2[CH2:13][CH2:12][O:11][CH2:10][CH2:9]2)[N:5]=[C:4]([N:14]2[C:18]3[CH:19]=[CH:20][CH:21]=[CH:22][C:17]=3[N:16]=[C:15]2[CH:23]([F:25])[F:24])[N:3]=1.Cl.[CH3:27][C@H:28]1[O:33][CH2:32][CH2:31][NH:30][C@H:29]1[CH3:34].C(=O)([O-])[O-].[K+].[K+].CN(C=O)C, predict the reaction product. The product is: [F:25][CH:23]([F:24])[C:15]1[N:14]([C:4]2[N:3]=[C:2]([N:30]3[CH2:31][CH2:32][O:33][C@@H:28]([CH3:27])[C@H:29]3[CH3:34])[N:7]=[C:6]([N:8]3[CH2:13][CH2:12][O:11][CH2:10][CH2:9]3)[N:5]=2)[C:18]2[CH:19]=[CH:20][CH:21]=[CH:22][C:17]=2[N:16]=1. (8) Given the reactants [Cl:1][C:2]1[CH:3]=[C:4]2[C:8](=[CH:9][CH:10]=1)[NH:7][C:6]1[CH2:11][CH:12]3[N:16]([CH2:17][C:5]2=1)[CH2:15][CH2:14][CH2:13]3.ClC1C=CC2NC3CCN4C(C=3C=2C=1)CCC4.Br[CH2:36][CH2:37][C:38]1[CH:43]=[CH:42][C:41]([F:44])=[CH:40][CH:39]=1.C(N(CC)CC)C, predict the reaction product. The product is: [F:44][C:41]1[CH:42]=[CH:43][C:38]([CH2:37][CH2:36][N:7]2[C:8]3[CH:4]=[CH:3][C:2]([Cl:1])=[CH:10][C:9]=3[C:11]3[CH:12]4[N:16]([CH2:17][CH2:5][C:6]2=3)[CH2:15][CH2:14][CH2:13]4)=[CH:39][CH:40]=1. (9) Given the reactants [C:1]([O:5][C:6](=[O:30])[NH:7][C:8]1[S:9][C:10]([C:27](=[O:29])[CH3:28])=[CH:11][C:12]=1[S:13](=[O:26])(=[O:25])[N:14]([CH2:16][CH2:17][C:18]1[CH:23]=[CH:22][C:21]([F:24])=[CH:20][CH:19]=1)[CH3:15])([CH3:4])([CH3:3])[CH3:2].C(N(CC)CC)C.[Si:38](OS(C(F)(F)F)(=O)=O)([C:41]([CH3:44])([CH3:43])[CH3:42])([CH3:40])[CH3:39].C(=O)(O)[O-].[Na+], predict the reaction product. The product is: [C:1]([O:5][C:6](=[O:30])[NH:7][C:8]1[S:9][C:10]([C:27]([O:29][Si:38]([C:41]([CH3:44])([CH3:43])[CH3:42])([CH3:40])[CH3:39])=[CH2:28])=[CH:11][C:12]=1[S:13](=[O:25])(=[O:26])[N:14]([CH2:16][CH2:17][C:18]1[CH:19]=[CH:20][C:21]([F:24])=[CH:22][CH:23]=1)[CH3:15])([CH3:4])([CH3:2])[CH3:3]. (10) Given the reactants S1[CH:5]=[CH:4][C:3](B(O)O)=[CH:2]1.[C:9]([O-:12])([O-])=O.[Na+].[Na+].[CH2:15](Cl)Cl.[C:18](#[N:20])[CH3:19], predict the reaction product. The product is: [CH3:15][O:12][C:9]1[CH:5]=[CH:4][CH:3]=[CH:2][C:19]=1[C:18]#[N:20].